Task: Predict the reaction yield, written as a fraction of the theoretical maximum amount of product (1.0 means a 100% yield; for example, 0.34 means a 34% yield).. Dataset: Reaction yield outcomes from USPTO patents with 853,638 reactions (1) The reactants are C1C=CC(P(C2C=CC(CCC(F)(F)C(F)(F)C(F)(F)C(F)(F)C(F)(F)C(F)(F)C(F)(F)C(F)(F)F)=CC=2)C2C=CC=CC=2)=CC=1.[OH:47][CH2:48][C@@H:49]1[NH:53][C:52](=[O:54])[CH2:51][CH2:50]1.[Br:55][C:56]1[CH:57]=[N:58][CH:59]=[C:60](O)[CH:61]=1. The catalyst is C1COCC1. The product is [Br:55][C:56]1[CH:61]=[C:60]([O:47][CH2:48][C@@H:49]2[NH:53][C:52](=[O:54])[CH2:51][CH2:50]2)[CH:59]=[N:58][CH:57]=1. The yield is 0.920. (2) The reactants are C([O:8][C:9](=[O:22])[CH2:10][N:11]1[C:15]2[CH:16]=[CH:17][C:18]([CH3:20])=[CH:19][C:14]=2[O:13][C:12]1=[O:21])C1C=CC=CC=1. The catalyst is C(OCC)(=O)C.[Pd]. The product is [CH3:20][C:18]1[CH:17]=[CH:16][C:15]2[N:11]([CH2:10][C:9]([OH:22])=[O:8])[C:12](=[O:21])[O:13][C:14]=2[CH:19]=1. The yield is 1.00. (3) The reactants are [NH2:1][C:2]1[CH:3]=[C:4]2[C:20](=[O:21])[NH:19][N:18]=[CH:17][C:6]3=[C:7]([C:11]4[CH:16]=[CH:15][CH:14]=[CH:13][CH:12]=4)[NH:8][C:9]([CH:10]=1)=[C:5]23.[C:22]([N:25]1[CH2:30][CH2:29][CH:28]([C:31](O)=[O:32])[CH2:27][CH2:26]1)(=[O:24])[CH3:23].C(N(CC)CC)C.F[P-](F)(F)(F)(F)F.N1(OC(N(C)C)=[N+](C)C)C2N=CC=CC=2N=N1. The catalyst is CN(C)C=O.C(Cl)Cl.CO. The product is [C:22]([N:25]1[CH2:26][CH2:27][CH:28]([C:31]([NH:1][C:2]2[CH:3]=[C:4]3[C:20](=[O:21])[NH:19][N:18]=[CH:17][C:6]4=[C:7]([C:11]5[CH:12]=[CH:13][CH:14]=[CH:15][CH:16]=5)[NH:8][C:9]([CH:10]=2)=[C:5]34)=[O:32])[CH2:29][CH2:30]1)(=[O:24])[CH3:23]. The yield is 0.250. (4) The reactants are Cl[CH2:2][C:3]1[CH:13]=[CH:12][C:6]2[O:7][C:8]([F:11])([F:10])[O:9][C:5]=2[CH:4]=1.[C-:14]#[N:15].[Na+].O.C(OC)(C)(C)C. The catalyst is CS(C)=O. The product is [F:10][C:8]1([F:11])[O:7][C:6]2[CH:12]=[CH:13][C:3]([CH2:2][C:14]#[N:15])=[CH:4][C:5]=2[O:9]1. The yield is 0.950.